This data is from Forward reaction prediction with 1.9M reactions from USPTO patents (1976-2016). The task is: Predict the product of the given reaction. (1) Given the reactants [C@@H:1]1([O:12][C:13]2[C:17]([CH2:18][C:19]3[CH:24]=[CH:23][C:22]([O:25][CH:26]([CH3:28])[CH3:27])=[CH:21][CH:20]=3)=[C:16]([CH3:29])[NH:15][N:14]=2)[O:9][C@H:8]([CH2:10][OH:11])[C@@H:6]([OH:7])[C@H:4]([OH:5])[C@H:2]1[OH:3].C(=O)([O-])[O-].[Cs+].[Cs+].[CH:36]1(Br)[CH2:40][CH2:39][CH2:38][CH2:37]1.O, predict the reaction product. The product is: [CH:36]1([N:15]2[C:16]([CH3:29])=[C:17]([CH2:18][C:19]3[CH:24]=[CH:23][C:22]([O:25][CH:26]([CH3:27])[CH3:28])=[CH:21][CH:20]=3)[C:13]([O:12][C@@H:1]3[O:9][C@H:8]([CH2:10][OH:11])[C@@H:6]([OH:7])[C@H:4]([OH:5])[C@H:2]3[OH:3])=[N:14]2)[CH2:40][CH2:39][CH2:38][CH2:37]1. (2) Given the reactants [S:1]1[C:5]2[CH:6]=[C:7]([N:10]3[CH2:14][CH2:13][NH:12][C:11]3=[O:15])[CH:8]=[CH:9][C:4]=2[N:3]=[CH:2]1.Br[C:17]1[CH:18]=[N:19][CH:20]=[CH:21][C:22]=1[CH:23]([OH:25])[CH3:24].N[C@@H]1CCCC[C@H]1N.P([O-])([O-])([O-])=O.[K+].[K+].[K+], predict the reaction product. The product is: [S:1]1[C:5]2[CH:6]=[C:7]([N:10]3[CH2:14][CH2:13][N:12]([C:17]4[CH:18]=[N:19][CH:20]=[CH:21][C:22]=4[CH:23]([OH:25])[CH3:24])[C:11]3=[O:15])[CH:8]=[CH:9][C:4]=2[N:3]=[CH:2]1. (3) Given the reactants [Cl:1][C:2]1[N:7]=[CH:6][NH:5][C:4](=[O:8])[CH:3]=1.F[P-](F)(F)(F)(F)F.[N:16]1(O[P+](N(C)C)(N(C)C)N(C)C)[C:20]2[CH:21]=[CH:22][CH:23]=[CH:24][C:19]=2[N:18]=[N:17]1.C1CCN2C(=NCCC2)CC1, predict the reaction product. The product is: [Cl:1][C:2]1[N:7]=[CH:6][N:5]=[C:4]([O:8][N:16]2[C:20]3[CH:21]=[CH:22][CH:23]=[CH:24][C:19]=3[N:18]=[N:17]2)[CH:3]=1. (4) Given the reactants [C@]12(CS(O)(=O)=O)C(C)(C)C(CC1)CC2=O.[C@]12(CS(O)(=O)=O)C(C)(C)C(CC1)CC2=O.[F:31][C:32]1[CH:54]=[CH:53][C:52]([CH2:55][N:56]2[CH2:76][CH2:75][C:59]3([O:64][CH2:63][CH2:62][N:61]([C:65]([C:67]4[N:68]=[C:69]([CH:72]([CH3:74])[CH3:73])[S:70][CH:71]=4)=[O:66])[CH2:60]3)[CH2:58][CH2:57]2)=[CH:51][C:33]=1[CH2:34][CH2:35][NH:36][CH2:37][C@@H:38]([C:40]1[C:48]2[S:47][C:46](=[O:49])[NH:45][C:44]=2[C:43]([OH:50])=[CH:42][CH:41]=1)[OH:39], predict the reaction product. The product is: [F:31][C:32]1[CH:54]=[CH:53][C:52]([CH2:55][N:56]2[CH2:57][CH2:58][C:59]3([O:64][CH2:63][CH2:62][N:61]([C:65]([C:67]4[N:68]=[C:69]([CH:72]([CH3:74])[CH3:73])[S:70][CH:71]=4)=[O:66])[CH2:60]3)[CH2:75][CH2:76]2)=[CH:51][C:33]=1[CH2:34][CH2:35][NH:36][CH2:37][C@@H:38]([C:40]1[C:48]2[S:47][C:46](=[O:49])[NH:45][C:44]=2[C:43]([OH:50])=[CH:42][CH:41]=1)[OH:39]. (5) Given the reactants [C:1]([C:3]1[CH:4]=[C:5]([N:24]2[CH2:29][CH2:28][N:27]([CH3:30])[CH2:26][CH2:25]2)[CH:6]=[C:7]2[C:12]=1[N:11]=[CH:10][N:9]([C:13]1[CH:14]=[C:15]([CH:19]=[CH:20][C:21]=1[CH3:22])[C:16](O)=[O:17])[C:8]2=[O:23])#[N:2].[NH2:31][C:32]1[CH:36]=[CH:35][O:34][N:33]=1, predict the reaction product. The product is: [C:1]([C:3]1[CH:4]=[C:5]([N:24]2[CH2:25][CH2:26][N:27]([CH3:30])[CH2:28][CH2:29]2)[CH:6]=[C:7]2[C:12]=1[N:11]=[CH:10][N:9]([C:13]1[CH:14]=[C:15]([CH:19]=[CH:20][C:21]=1[CH3:22])[C:16]([NH:31][C:32]1[CH:36]=[CH:35][O:34][N:33]=1)=[O:17])[C:8]2=[O:23])#[N:2].